This data is from Full USPTO retrosynthesis dataset with 1.9M reactions from patents (1976-2016). The task is: Predict the reactants needed to synthesize the given product. Given the product [CH3:32][C:30]1[S:31][C:27]2[CH:26]=[C:25]([NH:24][C:6]([C-:1]3[CH:5]=[CH:4][CH:3]=[CH:2]3)=[O:7])[CH:34]=[CH:33][C:28]=2[N:29]=1.[CH-:9]1[CH:13]=[CH:12][CH:11]=[CH:10]1.[Fe+2:14], predict the reactants needed to synthesize it. The reactants are: [C-:1]1([C:6](Cl)=[O:7])[CH:5]=[CH:4][CH:3]=[CH:2]1.[CH-:9]1[CH:13]=[CH:12][CH:11]=[CH:10]1.[Fe+2:14].CN(C1C=CC=CN=1)C.[NH2:24][C:25]1[CH:34]=[CH:33][C:28]2[N:29]=[C:30]([CH3:32])[S:31][C:27]=2[CH:26]=1.O.